Dataset: Forward reaction prediction with 1.9M reactions from USPTO patents (1976-2016). Task: Predict the product of the given reaction. (1) Given the reactants [NH2:1][C:2]1[CH:14]=[CH:13][C:5]([CH2:6][C@H:7]2[CH2:11][O:10][C:9](=[O:12])[NH:8]2)=[CH:4][CH:3]=1.[N:15]([O-])=O.[Na+], predict the reaction product. The product is: [NH:1]([C:2]1[CH:14]=[CH:13][C:5]([CH2:6][C@H:7]2[CH2:11][O:10][C:9](=[O:12])[NH:8]2)=[CH:4][CH:3]=1)[NH2:15]. (2) The product is: [N:10]1([C:7]2[CH:6]=[CH:5][C:4]([C:3]([O:2][CH3:1])=[O:18])=[CH:9][CH:8]=2)[C:11]2[CH:16]=[CH:15][CH:14]=[CH:13][C:12]=2[N:17]=[CH:19]1. Given the reactants [CH3:1][O:2][C:3](=[O:18])[C:4]1[CH:9]=[CH:8][C:7]([NH:10][C:11]2[CH:16]=[CH:15][CH:14]=[CH:13][C:12]=2[NH2:17])=[CH:6][CH:5]=1.[CH:19](O)=O, predict the reaction product. (3) The product is: [Cl:29][C:13]1[N:12]([C:15]2[CH:20]=[CH:19][CH:18]=[CH:17][CH:16]=2)[N:11]=[C:10]([CH3:21])[C:9]=1[C:1]([C:2]1[CH:7]=[CH:6][CH:5]=[CH:4][CH:3]=1)=[O:8]. Given the reactants [C:1]([CH:9]1[C:13](=O)[N:12]([C:15]2[CH:20]=[CH:19][CH:18]=[CH:17][CH:16]=2)[N:11]=[C:10]1[CH3:21])(=[O:8])[C:2]1[CH:7]=[CH:6][CH:5]=[CH:4][CH:3]=1.C(=O)([O-])O.[Na+].P(Cl)(Cl)([Cl:29])=O, predict the reaction product. (4) Given the reactants [CH3:1][S:2]([NH:5][CH2:6][C:7]1[CH:16]=[CH:15][C:10]([C:11]([O:13]C)=[O:12])=[CH:9][CH:8]=1)(=[O:4])=[O:3].Cl.[Cl:18][CH2:19][CH2:20][N:21]1[CH2:26][CH2:25][O:24][CH2:23][CH2:22]1.C([O-])([O-])=O.[K+].[K+].Cl, predict the reaction product. The product is: [Cl-:18].[C:11]([C:10]1[CH:15]=[CH:16][C:7]([CH2:6][N:5]([CH2:19][CH2:20][NH+:21]2[CH2:26][CH2:25][O:24][CH2:23][CH2:22]2)[S:2]([CH3:1])(=[O:4])=[O:3])=[CH:8][CH:9]=1)([OH:13])=[O:12].